From a dataset of Full USPTO retrosynthesis dataset with 1.9M reactions from patents (1976-2016). Predict the reactants needed to synthesize the given product. Given the product [F:12][C:4]1[C:5]([O:10][CH3:11])=[CH:6][C:7]([O:8][CH3:9])=[C:2]([F:1])[C:3]=1[N:13]1[CH2:18][C:17]2[CH:19]=[N:20][C:21]3[NH:25][N:24]=[CH:23][C:22]=3[C:16]=2[NH:15][C:14]1=[O:35], predict the reactants needed to synthesize it. The reactants are: [F:1][C:2]1[C:7]([O:8][CH3:9])=[CH:6][C:5]([O:10][CH3:11])=[C:4]([F:12])[C:3]=1[N:13]1[CH2:18][C:17]2[CH:19]=[N:20][C:21]3[N:25](CC4C=CC(OC)=CC=4)[N:24]=[CH:23][C:22]=3[C:16]=2[NH:15][C:14]1=[O:35].